This data is from Reaction yield outcomes from USPTO patents with 853,638 reactions. The task is: Predict the reaction yield, written as a fraction of the theoretical maximum amount of product (1.0 means a 100% yield; for example, 0.34 means a 34% yield). (1) The reactants are [N+:1]([CH2:4][C:5]1([OH:15])[CH2:14][CH2:13][C:8]2([O:12][CH2:11][CH2:10][O:9]2)[CH2:7][CH2:6]1)([O-])=O. The catalyst is C(O)C.[OH-].[OH-].[Pd+2]. The product is [NH2:1][CH2:4][C:5]1([OH:15])[CH2:14][CH2:13][C:8]2([O:12][CH2:11][CH2:10][O:9]2)[CH2:7][CH2:6]1. The yield is 0.990. (2) The catalyst is ClCCl. The product is [Br:33][CH2:2][CH2:3][CH2:4][NH:5][C:6](=[O:12])[O:7][C:8]([CH3:11])([CH3:10])[CH3:9]. The reactants are O[CH2:2][CH2:3][CH2:4][NH:5][C:6](=[O:12])[O:7][C:8]([CH3:11])([CH3:10])[CH3:9].C1(P(C2C=CC=CC=2)C2C=CC=CC=2)C=CC=CC=1.C(Br)(Br)(Br)[Br:33]. The yield is 0.665. (3) The reactants are [CH:1]12[NH:8][CH:5]([CH2:6][CH2:7]1)[CH2:4][CH2:3][CH2:2]2.[CH3:9][N:10]([CH3:20])[C:11]1[CH:19]=[CH:18][C:14]([C:15](Cl)=[O:16])=[CH:13][CH:12]=1.C1C[O:24]CC1. No catalyst specified. The product is [CH3:9][N:10]([CH3:20])[C:11]1[CH:19]=[CH:18][C:14]([C:15]([N:8]2[CH:5]3[CH2:6][CH2:7][CH:1]2[CH2:2][C:3](=[O:24])[CH2:4]3)=[O:16])=[CH:13][CH:12]=1. The yield is 0.480.